Dataset: Reaction yield outcomes from USPTO patents with 853,638 reactions. Task: Predict the reaction yield, written as a fraction of the theoretical maximum amount of product (1.0 means a 100% yield; for example, 0.34 means a 34% yield). (1) The reactants are C(OC([NH:8][CH2:9][CH2:10][CH2:11][C:12]1[CH:13]=[C:14]([NH:17][C:18]2[C:27]3[C:22](=[CH:23][CH:24]=[CH:25][CH:26]=3)[N:21]=[C:20]([C:28]3[CH:33]=[CH:32][CH:31]=[CH:30][CH:29]=3)[N:19]=2)[NH:15][N:16]=1)=O)(C)(C)C.C(O)(C(F)(F)F)=O. The catalyst is ClCCl. The product is [NH2:8][CH2:9][CH2:10][CH2:11][C:12]1[CH:13]=[C:14]([NH:17][C:18]2[C:27]3[C:22](=[CH:23][CH:24]=[CH:25][CH:26]=3)[N:21]=[C:20]([C:28]3[CH:33]=[CH:32][CH:31]=[CH:30][CH:29]=3)[N:19]=2)[NH:15][N:16]=1. The yield is 0.630. (2) The reactants are Br[C:2]1[N:7]=[N:6][C:5]([NH2:8])=[N:4][C:3]=1[C:9]1[CH:14]=[CH:13][CH:12]=[CH:11][CH:10]=1.[C:15]([C:17]1[CH:18]=[C:19](B(O)O)[CH:20]=[CH:21][CH:22]=1)#[N:16]. No catalyst specified. The product is [NH2:8][C:5]1[N:6]=[N:7][C:2]([C:21]2[CH:22]=[C:17]([CH:18]=[CH:19][CH:20]=2)[C:15]#[N:16])=[C:3]([C:9]2[CH:14]=[CH:13][CH:12]=[CH:11][CH:10]=2)[N:4]=1. The yield is 0.250. (3) The reactants are I[C:2]1[CH:3]=[N:4][CH:5]=[CH:6][CH:7]=1.C[Si]([C:12]#[C:13][C:14]1[CH:15]=[C:16]([CH:19]=[CH:20][CH:21]=1)[C:17]#[N:18])(C)C.[F-].C([N+](CCCC)(CCCC)CCCC)CCC.O1CCCC1. The catalyst is C1(C=CC=CC=1)[P](C1C=CC=CC=1)(C1C=CC=CC=1)[Pd][P](C1C=CC=CC=1)(C1C=CC=CC=1)C1C=CC=CC=1.[Cu]I.C(N(CC)CC)C. The product is [N:4]1[CH:5]=[CH:6][CH:7]=[C:2]([C:12]#[C:13][C:14]2[CH:15]=[C:16]([CH:19]=[CH:20][CH:21]=2)[C:17]#[N:18])[CH:3]=1. The yield is 0.710. (4) The reactants are [CH2:1]([N:5]([C:15]1[S:16][C:17]([C:20]2[CH:25]=[C:24]([O:26]C)[N:23]=[C:22]([Cl:28])[CH:21]=2)=[N:18][N:19]=1)[C:6](=[O:14])[C:7]1[CH:12]=[CH:11][CH:10]=[CH:9][C:8]=1[Cl:13])[CH2:2][CH2:3][CH3:4].[I-].[Na+].C[Si](Cl)(C)C.O. The catalyst is C(#N)C. The product is [CH2:1]([N:5]([C:15]1[S:16][C:17]([C:20]2[CH:21]=[C:22]([Cl:28])[NH:23][C:24](=[O:26])[CH:25]=2)=[N:18][N:19]=1)[C:6](=[O:14])[C:7]1[CH:12]=[CH:11][CH:10]=[CH:9][C:8]=1[Cl:13])[CH2:2][CH2:3][CH3:4]. The yield is 0.850.